From a dataset of Full USPTO retrosynthesis dataset with 1.9M reactions from patents (1976-2016). Predict the reactants needed to synthesize the given product. (1) Given the product [CH:17]1([C:20]2[N:42]=[C:23]3[N:24]=[C:25]([C:34]4[CH:41]=[CH:40][C:37]([CH2:38][N:1]5[CH2:2][CH2:3][CH:4]([C:7]6[CH:16]=[N:15][C:14]7[C:9](=[CH:10][CH:11]=[CH:12][CH:13]=7)[N:8]=6)[CH2:5][CH2:6]5)=[CH:36][CH:35]=4)[C:26]([C:28]4[CH:33]=[CH:32][CH:31]=[CH:30][CH:29]=4)=[CH:27][N:22]3[N:21]=2)[CH2:18][CH2:19]1, predict the reactants needed to synthesize it. The reactants are: [NH:1]1[CH2:6][CH2:5][CH:4]([C:7]2[CH:16]=[N:15][C:14]3[C:9](=[CH:10][CH:11]=[CH:12][CH:13]=3)[N:8]=2)[CH2:3][CH2:2]1.[CH:17]1([C:20]2[N:42]=[C:23]3[N:24]=[C:25]([C:34]4[CH:41]=[CH:40][C:37]([CH:38]=O)=[CH:36][CH:35]=4)[C:26]([C:28]4[CH:33]=[CH:32][CH:31]=[CH:30][CH:29]=4)=[CH:27][N:22]3[N:21]=2)[CH2:19][CH2:18]1.[BH-](OC(C)=O)(OC(C)=O)OC(C)=O.[Na+].C([O-])(O)=O.[Na+]. (2) Given the product [Cl:1][C:2]1[CH:9]=[CH:8][C:5]([CH2:6][N:26]2[CH2:25][CH2:24][N:23]([C:29]([O:31][C:32]([CH3:35])([CH3:34])[CH3:33])=[O:30])[CH2:28][CH2:27]2)=[C:4]([N:10]2[CH2:15][CH2:14][CH:13]([C:16]([N:18]3[CH2:19][CH2:20][CH2:21][CH2:22]3)=[O:17])[CH2:12][CH2:11]2)[CH:3]=1, predict the reactants needed to synthesize it. The reactants are: [Cl:1][C:2]1[CH:9]=[CH:8][C:5]([CH:6]=O)=[C:4]([N:10]2[CH2:15][CH2:14][CH:13]([C:16]([N:18]3[CH2:22][CH2:21][CH2:20][CH2:19]3)=[O:17])[CH2:12][CH2:11]2)[CH:3]=1.[N:23]1([C:29]([O:31][C:32]([CH3:35])([CH3:34])[CH3:33])=[O:30])[CH2:28][CH2:27][NH:26][CH2:25][CH2:24]1.ClCCCl.[BH-](OC(C)=O)(OC(C)=O)OC(C)=O.[Na+].